From a dataset of NCI-60 drug combinations with 297,098 pairs across 59 cell lines. Regression. Given two drug SMILES strings and cell line genomic features, predict the synergy score measuring deviation from expected non-interaction effect. (1) Cell line: MOLT-4. Synergy scores: CSS=43.1, Synergy_ZIP=1.12, Synergy_Bliss=-1.19, Synergy_Loewe=-20.8, Synergy_HSA=-3.46. Drug 1: CC(C)CN1C=NC2=C1C3=CC=CC=C3N=C2N. Drug 2: CC1C(C(CC(O1)OC2CC(CC3=C2C(=C4C(=C3O)C(=O)C5=C(C4=O)C(=CC=C5)OC)O)(C(=O)CO)O)N)O.Cl. (2) Drug 1: C1C(C(OC1N2C=C(C(=O)NC2=O)F)CO)O. Drug 2: CC1=C(C=C(C=C1)C(=O)NC2=CC(=CC(=C2)C(F)(F)F)N3C=C(N=C3)C)NC4=NC=CC(=N4)C5=CN=CC=C5. Cell line: UO-31. Synergy scores: CSS=15.5, Synergy_ZIP=-5.78, Synergy_Bliss=0.0676, Synergy_Loewe=-14.8, Synergy_HSA=-0.886. (3) Drug 1: CC1=C2C(C(=O)C3(C(CC4C(C3C(C(C2(C)C)(CC1OC(=O)C(C(C5=CC=CC=C5)NC(=O)OC(C)(C)C)O)O)OC(=O)C6=CC=CC=C6)(CO4)OC(=O)C)OC)C)OC. Drug 2: C(=O)(N)NO. Cell line: A549. Synergy scores: CSS=29.3, Synergy_ZIP=-4.18, Synergy_Bliss=-9.64, Synergy_Loewe=-35.6, Synergy_HSA=-8.05.